From a dataset of Reaction yield outcomes from USPTO patents with 853,638 reactions. Predict the reaction yield, written as a fraction of the theoretical maximum amount of product (1.0 means a 100% yield; for example, 0.34 means a 34% yield). The reactants are Br[C:2]1[C:6]2[C:7](=[O:23])[N:8]([CH2:11][CH2:12][C:13]3[CH:22]=[CH:21][C:20]4[C:15](=[CH:16][CH:17]=[CH:18][CH:19]=4)[N:14]=3)[CH:9]=[CH:10][C:5]=2[S:4][CH:3]=1.[CH3:24][O:25][C:26]1[CH:27]=[N:28][CH:29]=[CH:30][C:31]=1B(O)O.C([O-])([O-])=O.[Na+].[Na+].Cl. The catalyst is C(O)C.C1(C)C=CC=CC=1.C1C=CC([P]([Pd]([P](C2C=CC=CC=2)(C2C=CC=CC=2)C2C=CC=CC=2)([P](C2C=CC=CC=2)(C2C=CC=CC=2)C2C=CC=CC=2)[P](C2C=CC=CC=2)(C2C=CC=CC=2)C2C=CC=CC=2)(C2C=CC=CC=2)C2C=CC=CC=2)=CC=1.CC(=O)OCC.C(Cl)Cl.CO. The product is [CH3:24][O:25][C:26]1[CH:27]=[N:28][CH:29]=[CH:30][C:31]=1[C:2]1[C:6]2[C:7](=[O:23])[N:8]([CH2:11][CH2:12][C:13]3[CH:22]=[CH:21][C:20]4[C:15](=[CH:16][CH:17]=[CH:18][CH:19]=4)[N:14]=3)[CH:9]=[CH:10][C:5]=2[S:4][CH:3]=1. The yield is 0.298.